From a dataset of Forward reaction prediction with 1.9M reactions from USPTO patents (1976-2016). Predict the product of the given reaction. (1) Given the reactants [OH:1][NH:2][C:3]([CH2:5][CH:6]([N:18]1[C:26](=[O:27])[C:25]2[C:20](=[CH:21][CH:22]=[CH:23][C:24]=2[NH:28][C:29](=[O:31])[CH3:30])[C:19]1=[O:32])[C:7]1[CH:12]=[CH:11][C:10]([O:13][CH3:14])=[C:9]([O:15][CH2:16][CH3:17])[CH:8]=1)=[O:4].[C:33](OC(=O)C)(=[O:35])[CH3:34], predict the reaction product. The product is: [C:33]([O:1][NH:2][C:3](=[O:4])[CH2:5][CH:6]([N:18]1[C:26](=[O:27])[C:25]2[C:20](=[CH:21][CH:22]=[CH:23][C:24]=2[NH:28][C:29](=[O:31])[CH3:30])[C:19]1=[O:32])[C:7]1[CH:12]=[CH:11][C:10]([O:13][CH3:14])=[C:9]([O:15][CH2:16][CH3:17])[CH:8]=1)(=[O:35])[CH3:34]. (2) Given the reactants [CH2:1]([O:3][C:4]([N:6]1[CH2:11][CH2:10][N:9]([C:12](=[O:33])[C@@H:13]([NH:22]C(OCC2C=CC=CC=2)=O)[CH2:14][C:15]([O:17][C:18]([CH3:21])([CH3:20])[CH3:19])=[O:16])[CH2:8][CH2:7]1)=[O:5])[CH3:2], predict the reaction product. The product is: [CH2:1]([O:3][C:4]([N:6]1[CH2:7][CH2:8][N:9]([C:12](=[O:33])[C@@H:13]([NH2:22])[CH2:14][C:15]([O:17][C:18]([CH3:20])([CH3:19])[CH3:21])=[O:16])[CH2:10][CH2:11]1)=[O:5])[CH3:2]. (3) Given the reactants [N-:1]=[C:2]=[S:3].[Na+].N1C=CC=CC=1.CS(O[N:16]=[C:17](Cl)[C@H:18]1[CH2:22][O:21][C:20]2([CH2:27][CH2:26][CH2:25][CH2:24][CH2:23]2)[O:19]1)(=O)=O.[CH3:29][C:30]1[C:35]([O:36][C:37]2[C:38]([NH2:50])=[N:39][CH:40]=[C:41]([S:43][C:44]3[CH:49]=[CH:48][CH:47]=[CH:46][N:45]=3)[CH:42]=2)=[CH:34][CH:33]=[CH:32][N:31]=1, predict the reaction product. The product is: [CH3:29][C:30]1[C:35]([O:36][C:37]2[C:38]([NH:50][C:2]3[S:3][N:16]=[C:17]([C@H:18]4[CH2:22][O:21][C:20]5([CH2:23][CH2:24][CH2:25][CH2:26][CH2:27]5)[O:19]4)[N:1]=3)=[N:39][CH:40]=[C:41]([S:43][C:44]3[CH:49]=[CH:48][CH:47]=[CH:46][N:45]=3)[CH:42]=2)=[CH:34][CH:33]=[CH:32][N:31]=1.